Dataset: Retrosynthesis with 50K atom-mapped reactions and 10 reaction types from USPTO. Task: Predict the reactants needed to synthesize the given product. (1) Given the product O=C1CC(c2ccccc2)c2c(n[nH]c2C2CC(O)C2)N1, predict the reactants needed to synthesize it. The reactants are: O=C1CC(c2[nH]nc3c2C(c2ccccc2)CC(=O)N3)C1. (2) Given the product C[C@]12CC[C@H]3[C@@H](CCC4=CC(=O)C=C(CO)[C@@]43C)[C@@H]1CCC2=O, predict the reactants needed to synthesize it. The reactants are: CC(=O)OCC1=CC(=O)C=C2CC[C@H]3[C@@H]4CCC(=O)[C@@]4(C)CC[C@@H]3[C@]21C. (3) Given the product CC(C)(C)OC(=O)CN1C(=O)[C@@H](N[C@@H](CCC2CCCCC2)C(=O)OCc2ccccc2)COc2ccccc21, predict the reactants needed to synthesize it. The reactants are: BrCc1ccccc1.CC(C)(C)OC(=O)CN1C(=O)[C@@H](N[C@@H](CCC2CCCCC2)C(=O)O)COc2ccccc21. (4) Given the product CN(N)c1cc(-c2cc3c([nH]2)CCNC3=O)ccn1, predict the reactants needed to synthesize it. The reactants are: CNN.O=C1NCCc2[nH]c(-c3ccnc(Cl)c3)cc21. (5) Given the product O=S(=O)(c1ccccc1)c1ccc2cc(-c3ccc(F)cc3)sc2c1, predict the reactants needed to synthesize it. The reactants are: Fc1ccc(-c2cc3ccc(Br)cc3s2)cc1.O=S([O-])c1ccccc1. (6) Given the product Cc1cc(N)ncc1C(=O)N1CC2CCC(C1)N2C(=O)OC(C)(C)C, predict the reactants needed to synthesize it. The reactants are: CC(C)(C)OC(=O)N1C2CCC1CNC2.Cc1cc(N)ncc1C(=O)O. (7) Given the product COCc1cnc2c(C(=O)Nc3cnccc3N3CCC[C@H](NC(=O)OC(C)(C)C)C3)c(NC(=O)OC(C)(C)C)sc2c1, predict the reactants needed to synthesize it. The reactants are: CC(C)(C)OC(=O)N[C@H]1CCCN(c2ccncc2N)C1.COCc1cnc2c(C(=O)O)c(NC(=O)OC(C)(C)C)sc2c1.